From a dataset of Experimentally validated miRNA-target interactions with 360,000+ pairs, plus equal number of negative samples. Binary Classification. Given a miRNA mature sequence and a target amino acid sequence, predict their likelihood of interaction. (1) The miRNA is mmu-miR-3059-5p with sequence UUUCCUCUCUGCCCCAUAGGGU. The protein sequence of the target gene is MAEGGQAQQQPPQLGPGAAARGMKRESEVELPVPGAGADGPEPGLSKRPRTEEAADGGMQNEPLTPGYHGFPARDGQGNQEPTTTPDAMVQPFTTIPFPPPPQNGIPTEYGVPHTQDYAGQTSEHNLTLYGSTQPHGEQSSNSPSNQNGSLTQTEGGAQTDGQQSQTQSSENSESKSTPKRLHVSNIPFRFRDPDLRQMFGQFGKILDVEIIFNERGSKGFGFVTFENSADADRAREKLHGTVVEGRKIEVNNATARVMTNKKMVTPYANGWKLSPVVGAVYGPELYAASSFQADVSLGN.... Result: 1 (interaction). (2) The miRNA is hsa-miR-154-5p with sequence UAGGUUAUCCGUGUUGCCUUCG. The protein sequence of the target gene is MTFDDKMKPANDEPDQKSCGKKPKGLHLLSSPWWFPAAMTLVILCLVLSVTLIVQWTQLRQVSDLLKQYQANLTQQDRILEGQMLAQQKAENTSQESKKELKGKIDTLTQKLNEKSKEQEELLQKNQNLQEALQRAANSSEESQRELKGKIDTITRKLDEKSKEQEELLQMIQNLQEALQRAANSSEESQRELKGKIDTLTLKLNEKSKEQEELLQKNQNLQEALQRAANFSGPCPQDWLWHKENCYLFHGPFSWEKNRQTCQSLGGQLLQINGADDLTFILQAISHTTSPFWIGLHRKK.... Result: 0 (no interaction). (3) The miRNA is hsa-miR-1298-3p with sequence CAUCUGGGCAACUGACUGAAC. The protein sequence of the target gene is MMMDLFETGSYFFYLDGENVTLQPLEVAEGSPLYPGSDGTLSPCQDQMPPEAGSDSSGEEHVLAPPGLQPPHCPGQCLIWACKTCKRKSAPTDRRKAATLRERRRLKKINEAFEALKRRTVANPNQRLPKVEILRSAISYIERLQDLLHRLDQQEKMQELGVDPFSYRPKQENLEGADFLRTCSSQWPSVSDHSRGLVITAKEGGASIDSSASSSLRCLSSIVDSISSEERKLPCVEEVVEK. Result: 0 (no interaction). (4) The miRNA is hsa-miR-4633-3p with sequence AGGAGCUAGCCAGGCAUAUGCA. The protein sequence of the target gene is MDRLKSHLTVCFLPSVPFLILVSTLATAKSVTNSTLNGTNVVLGSVPVIIARTDHIIVKEGNSALINCSVYGIPDPQFKWYNSIGKLLKEEEDEKERGGGKWQMHDSGLLNITKVSFSDRGKYTCVASNIYGTVNNTVTLRVIFTSGDMGVYYMVVCLVAFTIVMVLNITRLCMMSSHLKKTEKAINEFFRTEGAEKLQKAFEIAKRIPIITSAKTLELAKVTQFKTMEFARYIEELARSVPLPPLIMNCRTIMEEIMEVVGLEEQGQNFVRHTPEGQEAADRDEVYTIPNSLKRSDSPA.... Result: 0 (no interaction).